This data is from Catalyst prediction with 721,799 reactions and 888 catalyst types from USPTO. The task is: Predict which catalyst facilitates the given reaction. (1) Product: [C:18]1([C:9]2[C:8]3[C:17]4=[C:16]5[C:5](=[CH:6][CH:7]=3)[CH:4]=[CH:3][CH:2]=[C:15]5[CH:14]=[CH:13][C:12]4=[CH:11][CH:10]=2)[CH:23]=[CH:22][CH:21]=[CH:20][CH:19]=1. The catalyst class is: 690. Reactant: Br[C:2]1[C:15]2[C:16]3=[C:17]4[C:12](=[CH:13][CH:14]=2)[CH:11]=[CH:10][CH:9]=[C:8]4[CH:7]=[CH:6][C:5]3=[CH:4][CH:3]=1.[C:18]1(B(O)O)[CH:23]=[CH:22][CH:21]=[CH:20][CH:19]=1.O1CCCC1.C(=O)([O-])[O-].[K+].[K+]. (2) Reactant: [H-].[Na+].[NH:3]1[C:11]2[C:6](=[CH:7][CH:8]=[C:9]([C:12]([O:14][CH2:15][CH3:16])=[O:13])[CH:10]=2)[CH:5]=[C:4]1[C:17]([O:19][CH2:20][CH3:21])=[O:18].[CH3:22][C@@H:23]1OS(=O)(=O)[N:26]([C:31]([O:33][C:34]([CH3:37])([CH3:36])[CH3:35])=[O:32])[CH2:25][CH2:24]1.Cl. Product: [C:34]([O:33][C:31]([NH:26][CH2:25][CH2:24][C@H:23]([N:3]1[C:11]2[C:6](=[CH:7][CH:8]=[C:9]([C:12]([O:14][CH2:15][CH3:16])=[O:13])[CH:10]=2)[CH:5]=[C:4]1[C:17]([O:19][CH2:20][CH3:21])=[O:18])[CH3:22])=[O:32])([CH3:37])([CH3:36])[CH3:35]. The catalyst class is: 37.